From a dataset of Reaction yield outcomes from USPTO patents with 853,638 reactions. Predict the reaction yield, written as a fraction of the theoretical maximum amount of product (1.0 means a 100% yield; for example, 0.34 means a 34% yield). (1) The reactants are N([O-])=O.[Na+].Cl.N[C:7]1[C:8]([Cl:18])=[C:9]([C:13]([Cl:17])=[CH:14][C:15]=1[Br:16])[C:10]([OH:12])=[O:11].[PH2](O)=O. No catalyst specified. The product is [Br:16][C:15]1[CH:7]=[C:8]([Cl:18])[C:9]([C:10]([OH:12])=[O:11])=[C:13]([Cl:17])[CH:14]=1. The yield is 0.420. (2) The reactants are [CH3:1][O:2][C:3]([C:5]1[C:6]2[CH:7]=[CH:8][CH:9]=[N:10][C:11]=2[CH:12]=[C:13](Br)[C:14]=1[NH2:15])=[O:4].[C:17]([O-])([O-])=O.[K+].[K+].CB1OB(C)OB(C)O1. The catalyst is O1CCOCC1. The product is [CH3:1][O:2][C:3]([C:5]1[C:6]2[CH:7]=[CH:8][CH:9]=[N:10][C:11]=2[CH:12]=[C:13]([CH3:17])[C:14]=1[NH2:15])=[O:4]. The yield is 0.450. (3) The reactants are [C:1]([O:5][C:6](=[O:41])[NH:7][C:8]1([C:12]2[CH:17]=[CH:16][C:15]([C:18]3[C:27](=[O:28])[C:26]4[C:21](=[C:22]([N:29]5[CH2:34][CH2:33][O:32][CH2:31][CH2:30]5)[CH:23]=[CH:24][CH:25]=4)[O:20][C:19]=3[C:35]3[CH:40]=[CH:39][CH:38]=[CH:37][CH:36]=3)=[CH:14][CH:13]=2)[CH2:11][CH2:10][CH2:9]1)([CH3:4])([CH3:3])[CH3:2].C(OC(=O)[NH:48]C1(C2C=CC(C3C(=O)C4C(=C(Br)C=CC=4)OC=3C3C=CC=CC=3)=CC=2)CCC1)(C)(C)C.O=C1CNCCN1. No catalyst specified. The product is [C:1]([O:5][C:6](=[O:41])[NH:7][C:8]1([C:12]2[CH:17]=[CH:16][C:15]([C:18]3[C:27](=[O:28])[C:26]4[C:21](=[C:22]([N:29]5[CH2:30][CH2:31][NH:48][C:33](=[O:32])[CH2:34]5)[CH:23]=[CH:24][CH:25]=4)[O:20][C:19]=3[C:35]3[CH:36]=[CH:37][CH:38]=[CH:39][CH:40]=3)=[CH:14][CH:13]=2)[CH2:9][CH2:10][CH2:11]1)([CH3:4])([CH3:2])[CH3:3]. The yield is 0.640. (4) The yield is 0.331. The reactants are [S-:1][C:2]#[N:3].[K+].[CH3:5][O:6][C:7]1[N:12]=[CH:11][C:10]([NH2:13])=[CH:9][CH:8]=1.BrBr.O. The catalyst is C(O)(=O)C. The product is [CH3:5][O:6][C:7]1[N:12]=[C:11]2[S:1][C:2]([NH2:3])=[N:13][C:10]2=[CH:9][CH:8]=1.